Dataset: Catalyst prediction with 721,799 reactions and 888 catalyst types from USPTO. Task: Predict which catalyst facilitates the given reaction. (1) Reactant: C[O:2][C:3]([C:5]1[CH:9]=[C:8]([C:10]2[N:11]=[N:12][C:13]([O:16][CH3:17])=[CH:14][CH:15]=2)[N:7]([C:18]2[CH:19]=[N:20][CH:21]=[CH:22][CH:23]=2)[N:6]=1)=[O:4].O.[OH-].[Li+].Cl. Product: [CH3:17][O:16][C:13]1[N:12]=[N:11][C:10]([C:8]2[N:7]([C:18]3[CH:19]=[N:20][CH:21]=[CH:22][CH:23]=3)[N:6]=[C:5]([C:3]([OH:4])=[O:2])[CH:9]=2)=[CH:15][CH:14]=1. The catalyst class is: 193. (2) Reactant: [Cl:1][C:2]1[C:7]([Cl:8])=[C:6]([S:9](=[O:18])(=[O:17])[NH:10][C@@H:11]([CH3:16])[C:12]([F:15])([F:14])[F:13])[CH:5]=[CH:4][C:3]=1[C:19]1[S:23][C:22]([C:24]2[CH:28]=[C:27]([C:29]([OH:32])([CH3:31])[CH3:30])[O:26][N:25]=2)=[N:21][C:20]=1[C:33]([OH:35])=O.CN(C(ON1N=NC2C=CC=NC1=2)=[N+](C)C)C.F[P-](F)(F)(F)(F)F.[F:60][C:61]1([F:67])[CH2:66][CH2:65][NH:64][CH2:63][CH2:62]1. Product: [Cl:8][C:7]1[C:2]([Cl:1])=[C:3]([C:19]2[S:23][C:22]([C:24]3[CH:28]=[C:27]([C:29]([OH:32])([CH3:30])[CH3:31])[O:26][N:25]=3)=[N:21][C:20]=2[C:33]([N:64]2[CH2:65][CH2:66][C:61]([F:67])([F:60])[CH2:62][CH2:63]2)=[O:35])[CH:4]=[CH:5][C:6]=1[S:9]([NH:10][C@@H:11]([CH3:16])[C:12]([F:13])([F:14])[F:15])(=[O:17])=[O:18]. The catalyst class is: 44. (3) Reactant: [CH:1]1([N:4]([CH3:28])[C:5]2[C:6]([CH:19]3[CH2:27][C:26]4[C:21](=[CH:22][CH:23]=[CH:24][CH:25]=4)C3)=[N:7][C:8]3[C:13]([N:14]=2)=[CH:12][C:11]([C:15]([O:17]C)=[O:16])=[CH:10][CH:9]=3)[CH2:3][CH2:2]1.[OH:29][Li].O.O. Product: [O:29]1[C:21]2[CH:22]=[CH:23][CH:24]=[CH:25][C:26]=2[CH:27]=[C:19]1[C:6]1[C:5]([N:4]([CH:1]2[CH2:3][CH2:2]2)[CH3:28])=[N:14][C:13]2[C:8](=[CH:9][CH:10]=[C:11]([C:15]([OH:17])=[O:16])[CH:12]=2)[N:7]=1. The catalyst class is: 254. (4) Reactant: [N+:1]([C:4]1[CH:5]=[C:6]2[C:10](=[CH:11][CH:12]=1)[CH2:9][N:8]([CH2:13][C:14]([F:17])([F:16])[F:15])[CH2:7]2)([O-])=O. Product: [F:17][C:14]([F:15])([F:16])[CH2:13][N:8]1[CH2:7][C:6]2[C:10](=[CH:11][CH:12]=[C:4]([NH2:1])[CH:5]=2)[CH2:9]1. The catalyst class is: 19. (5) Reactant: [CH3:1][O:2][C:3](=[O:14])[C@:4]([CH2:11][C:12]#[N:13])([CH2:8][CH2:9][CH3:10])[C:5](O)=[O:6].CN1CCOCC1.ClC(OCC(C)C)=O.[BH4-].[Na+].CO.C(O)(=O)C. Product: [CH3:1][O:2][C:3](=[O:14])[C@@:4]([CH2:11][C:12]#[N:13])([CH2:5][OH:6])[CH2:8][CH2:9][CH3:10]. The catalyst class is: 1.